This data is from Full USPTO retrosynthesis dataset with 1.9M reactions from patents (1976-2016). The task is: Predict the reactants needed to synthesize the given product. (1) The reactants are: [CH3:1][N:2]1[C:6]2[CH:7]=[C:8]([O:11][CH2:12][CH2:13][CH3:14])[CH:9]=[CH:10][C:5]=2[N:4]([CH2:15][C:16]2[CH:24]=[CH:23][C:19]([C:20](O)=[O:21])=[CH:18][CH:17]=2)[C:3]1=[N:25][C:26]1[CH:31]=[CH:30][C:29]([C:32]2[CH:36]=[CH:35][S:34][CH:33]=2)=[CH:28][CH:27]=1.O.[NH:38]1[C:42]([NH2:43])=[N:41][N:40]=[N:39]1.C1C=CC2N(O)N=NC=2C=1.C(Cl)CCl.CCN(C(C)C)C(C)C. Given the product [CH3:1][N:2]1[C:6]2[CH:7]=[C:8]([O:11][CH2:12][CH2:13][CH3:14])[CH:9]=[CH:10][C:5]=2[N:4]([CH2:15][C:16]2[CH:17]=[CH:18][C:19]([C:20]([NH:43][C:42]3[NH:41][N:40]=[N:39][N:38]=3)=[O:21])=[CH:23][CH:24]=2)[C:3]1=[N:25][C:26]1[CH:27]=[CH:28][C:29]([C:32]2[CH:36]=[CH:35][S:34][CH:33]=2)=[CH:30][CH:31]=1, predict the reactants needed to synthesize it. (2) Given the product [CH3:1][CH:2]([CH3:14])[C:3]([O:5][C@H:6]([O:10][C:11]([CH3:13])=[S:12])[CH:7]([CH3:8])[CH3:9])=[O:4], predict the reactants needed to synthesize it. The reactants are: [CH3:1][CH:2]([CH3:14])[C:3]([O:5][CH:6]([O:10][C:11]([CH3:13])=[S:12])[CH:7]([CH3:9])[CH3:8])=[O:4].FC(F)(F)[C@@H](C1C2C(C=C3C=1C=CC=C3)=CC=CC=2)O.